From a dataset of Forward reaction prediction with 1.9M reactions from USPTO patents (1976-2016). Predict the product of the given reaction. (1) Given the reactants [C:1]([O:4][CH:5]([CH2:19][O:20][C:21](=[O:23])[CH3:22])[CH2:6][O:7][CH2:8][CH2:9][CH2:10][CH2:11][CH2:12][CH2:13][CH2:14][CH2:15][CH2:16][CH:17]=C)(=[O:3])[CH3:2].[O:24]=[O+][O-].O=O.[BH4-].[Na+], predict the reaction product. The product is: [C:1]([O:4][CH:5]([CH2:19][O:20][C:21](=[O:23])[CH3:22])[CH2:6][O:7][CH2:8][CH2:9][CH2:10][CH2:11][CH2:12][CH2:13][CH2:14][CH2:15][CH2:16][CH2:17][OH:24])(=[O:3])[CH3:2]. (2) Given the reactants [N:1]([CH2:4][C@@H:5]1[O:9][C:8](=[O:10])[N:7]([C:11]2[CH:16]=[CH:15][C:14]([C:17]3[O:18][CH:19]=[C:20]([C:22](C)(C)[O:23][SiH2]C(C)(C)C)[N:21]=3)=[C:13]([F:31])[CH:12]=2)[CH2:6]1)=[N+:2]=[N-:3].C(O)(=O)C.C(=O)(O)[O-].[Na+], predict the reaction product. The product is: [N:1]([CH2:4][C@@H:5]1[O:9][C:8](=[O:10])[N:7]([C:11]2[CH:16]=[CH:15][C:14]([C:17]3[O:18][CH:19]=[C:20]([CH2:22][OH:23])[N:21]=3)=[C:13]([F:31])[CH:12]=2)[CH2:6]1)=[N+:2]=[N-:3]. (3) Given the reactants [Br:1][C:2]1[CH:3]=[C:4]([CH2:9]O)[CH:5]=[C:6]([F:8])[CH:7]=1.CCN(S(F)(F)[F:17])CC.C([O-])(O)=O.[Na+], predict the reaction product. The product is: [Br:1][C:2]1[CH:3]=[C:4]([CH2:9][F:17])[CH:5]=[C:6]([F:8])[CH:7]=1. (4) Given the reactants [N:1]1[C:2]([CH2:10][CH2:11][C:12]([OH:14])=[O:13])=[CH:3][N:4]2[CH:9]=[CH:8][CH:7]=[CH:6][C:5]=12.S(Cl)(Cl)=O.[CH3:19]O, predict the reaction product. The product is: [N:1]1[C:2]([CH2:10][CH2:11][C:12]([O:14][CH3:19])=[O:13])=[CH:3][N:4]2[CH:9]=[CH:8][CH:7]=[CH:6][C:5]=12. (5) Given the reactants [Cl:1][C:2]1[N:10]=[C:9]2[C:5]([NH:6][CH:7]=[N:8]2)=[C:4]([Cl:11])[N:3]=1.[F-].[CH2:13]([N+](CCCC)(CCCC)CCCC)CCC.CI, predict the reaction product. The product is: [Cl:1][C:2]1[N:10]=[C:9]2[C:5]([N:6]=[CH:7][N:8]2[CH3:13])=[C:4]([Cl:11])[N:3]=1. (6) Given the reactants C(OCC)C.[CH3:6][S:7]([OH:10])(=[O:9])=[O:8].[NH2:11][C:12]1[C:13]2[C:14]3[C:15](=[N:27][N:28]([CH2:30][C:31]4[C:36]([Cl:37])=[C:35]([O:38][CH3:39])[C:34]([CH3:40])=[CH:33][N:32]=4)[N:29]=2)[CH:16]=[C:17]([CH2:22][C:23]([NH:25][CH3:26])=[O:24])[C:18]=3[CH2:19][S:20][N:21]=1, predict the reaction product. The product is: [CH3:6][S:7]([OH:10])(=[O:9])=[O:8].[NH2:11][C:12]1[C:13]2[C:14]3[C:15](=[N:27][N:28]([CH2:30][C:31]4[C:36]([Cl:37])=[C:35]([O:38][CH3:39])[C:34]([CH3:40])=[CH:33][N:32]=4)[N:29]=2)[CH:16]=[C:17]([CH2:22][C:23]([NH:25][CH3:26])=[O:24])[C:18]=3[CH2:19][S:20][N:21]=1.